This data is from Forward reaction prediction with 1.9M reactions from USPTO patents (1976-2016). The task is: Predict the product of the given reaction. (1) Given the reactants [CH3:1][N:2]([CH2:4][C:5]1([C:11]2[CH:16]=[CH:15][C:14]([OH:17])=[CH:13][CH:12]=2)[CH2:10][CH2:9][O:8][CH2:7][CH2:6]1)[CH3:3].Cl[CH2:19][CH2:20][CH2:21][N:22]1[C@@H:26]([CH3:27])[CH2:25][CH2:24][C@@H:23]1[CH3:28].C([O-])([O-])=O.[K+].[K+].N, predict the reaction product. The product is: [CH3:28][CH:23]1[CH2:24][CH2:25][CH:26]([CH3:27])[N:22]1[CH2:21][CH2:20][CH2:19][O:17][C:14]1[CH:15]=[CH:16][C:11]([C:5]2([CH2:4][N:2]([CH3:1])[CH3:3])[CH2:6][CH2:7][O:8][CH2:9][CH2:10]2)=[CH:12][CH:13]=1. (2) Given the reactants [CH3:1][O:2][C:3]1[CH:4]=[C:5]([NH:11][C:12]([C:14]2[C:18]3[N:19]=[CH:20][N:21]=[C:22](S(C)=O)[C:17]=3[S:16][CH:15]=2)=[O:13])[CH:6]=[C:7]([O:9][CH3:10])[CH:8]=1.C(O)(C)C.[NH3:30], predict the reaction product. The product is: [NH2:30][C:22]1[C:17]2[S:16][CH:15]=[C:14]([C:12]([NH:11][C:5]3[CH:4]=[C:3]([O:2][CH3:1])[CH:8]=[C:7]([O:9][CH3:10])[CH:6]=3)=[O:13])[C:18]=2[N:19]=[CH:20][N:21]=1. (3) Given the reactants [Cl:1][C:2]1[CH:10]=[CH:9][C:5]([C:6](Cl)=[O:7])=[CH:4][CH:3]=1.C(N(C(C)C)CC)(C)C.[NH2:20][C:21]1[N:30]=[C:29]([NH:31][C@H:32]2[CH2:37][CH2:36][CH2:35][CH2:34][C@H:33]2[NH:38][C:39]([O:41][C:42]([CH3:45])([CH3:44])[CH3:43])=[O:40])[C:28]2[C:23](=[CH:24][CH:25]=[C:26]([O:46][CH3:47])[CH:27]=2)[N:22]=1.O, predict the reaction product. The product is: [C:42]([O:41][C:39]([NH:38][C@@H:33]1[CH2:34][CH2:35][CH2:36][CH2:37][C@@H:32]1[NH:31][C:29]1[C:28]2[C:23](=[CH:24][CH:25]=[C:26]([O:46][CH3:47])[CH:27]=2)[N:22]=[C:21]([NH:20][C:6](=[O:7])[C:5]2[CH:9]=[CH:10][C:2]([Cl:1])=[CH:3][CH:4]=2)[N:30]=1)=[O:40])([CH3:45])([CH3:44])[CH3:43]. (4) Given the reactants [F:1][C:2]1[CH:17]=[C:16]([F:18])[CH:15]=[CH:14][C:3]=1[O:4][C:5]1[CH:13]=[CH:12][C:8]([C:9](O)=[O:10])=[CH:7][CH:6]=1.S(Cl)([Cl:21])=O, predict the reaction product. The product is: [F:1][C:2]1[CH:17]=[C:16]([F:18])[CH:15]=[CH:14][C:3]=1[O:4][C:5]1[CH:13]=[CH:12][C:8]([C:9]([Cl:21])=[O:10])=[CH:7][CH:6]=1. (5) The product is: [NH2:1][C:2]1[N:7]=[C:6]([C:8]2[CH:16]=[CH:15][C:11]3[O:12][CH2:13][O:14][C:10]=3[CH:9]=2)[C:5]([C:17]#[N:18])=[C:4]([S:19][C:22]2[CH:27]=[CH:28][CH:23]=[CH:24][CH:25]=2)[N:3]=1. Given the reactants [NH2:1][C:2]1[N:7]=[C:6]([C:8]2[CH:16]=[CH:15][C:11]3[O:12][CH2:13][O:14][C:10]=3[CH:9]=2)[C:5]([C:17]#[N:18])=[C:4]([S:19]([CH3:22])(=O)=O)[N:3]=1.[C:23]1(S)[CH:28]=[CH:27]C=[CH:25][CH:24]=1.C1CCN2C(=NCCC2)CC1, predict the reaction product.